From a dataset of Peptide-MHC class II binding affinity with 134,281 pairs from IEDB. Regression. Given a peptide amino acid sequence and an MHC pseudo amino acid sequence, predict their binding affinity value. This is MHC class II binding data. The peptide sequence is SEQGEFKLLSEEKVP. The MHC is DRB1_0404 with pseudo-sequence DRB1_0404. The binding affinity (normalized) is 0.251.